The task is: Predict the product of the given reaction.. This data is from Forward reaction prediction with 1.9M reactions from USPTO patents (1976-2016). (1) Given the reactants [OH:1][CH:2]([C:13]1[CH:18]=[CH:17][N:16]=[CH:15][CH:14]=1)[C:3]1[CH:8]=[CH:7][CH:6]=[C:5]([O:9][CH3:10])[C:4]=1[O:11][CH3:12].[H][H], predict the reaction product. The product is: [OH:1][CH:2]([CH:13]1[CH2:14][CH2:15][NH:16][CH2:17][CH2:18]1)[C:3]1[CH:8]=[CH:7][CH:6]=[C:5]([O:9][CH3:10])[C:4]=1[O:11][CH3:12]. (2) Given the reactants I[C:2]1[CH:7]=[CH:6][C:5]([C:8]2[N:9]([C:18]3[CH:19]=[CH:20][C:21]([CH3:24])=[N:22][CH:23]=3)[CH:10]=[C:11]([C:13]3[S:17][CH:16]=[N:15][CH:14]=3)[N:12]=2)=[CH:4][CH:3]=1.[NH2:25][C:26]1[C:31]([N+:32]([O-:34])=[O:33])=[CH:30][CH:29]=[CH:28][N:27]=1.C([O-])([O-])=O.[Cs+].[Cs+], predict the reaction product. The product is: [CH3:24][C:21]1[N:22]=[CH:23][C:18]([N:9]2[CH:10]=[C:11]([C:13]3[S:17][CH:16]=[N:15][CH:14]=3)[N:12]=[C:8]2[C:5]2[CH:6]=[CH:7][C:2]([NH:25][C:26]3[C:31]([N+:32]([O-:34])=[O:33])=[CH:30][CH:29]=[CH:28][N:27]=3)=[CH:3][CH:4]=2)=[CH:19][CH:20]=1. (3) Given the reactants [CH2:1]([N:8]1[CH2:13][CH2:12][C:11]([C:15]2[CH:20]=[CH:19][CH:18]=[CH:17][CH:16]=2)([OH:14])[CH2:10][CH2:9]1)[C:2]1[CH:7]=[CH:6][CH:5]=[CH:4][CH:3]=1.[H-].[Na+].[CH2:23]([O:30][C:31]1[C:40]2[C:35](=[CH:36][C:37](F)=[C:38]([Cl:41])[CH:39]=2)[CH:34]=[CH:33][N:32]=1)[C:24]1[CH:29]=[CH:28][CH:27]=[CH:26][CH:25]=1.O, predict the reaction product. The product is: [CH2:23]([O:30][C:31]1[C:40]2[C:35](=[CH:36][C:37]([O:14][C:11]3([C:15]4[CH:20]=[CH:19][CH:18]=[CH:17][CH:16]=4)[CH2:10][CH2:9][N:8]([CH2:1][C:2]4[CH:3]=[CH:4][CH:5]=[CH:6][CH:7]=4)[CH2:13][CH2:12]3)=[C:38]([Cl:41])[CH:39]=2)[CH:34]=[CH:33][N:32]=1)[C:24]1[CH:25]=[CH:26][CH:27]=[CH:28][CH:29]=1. (4) Given the reactants [C:1]1([C:45]2[CH:50]=[CH:49][CH:48]=[CH:47][CH:46]=2)[CH:6]=[CH:5][C:4]([C@@:7]2([S:39]([CH2:42][CH2:43][CH3:44])(=[O:41])=[O:40])[CH2:38][N:10]3[C:11](=[O:37])[C@@H:12]([NH:29][C:30]([O:32][C:33]([CH3:36])([CH3:35])[CH3:34])=[O:31])[CH2:13][CH2:14][CH2:15][CH2:16][CH2:17][CH:18]=[CH:19][C@@H:20]4[CH2:25][C@@:21]4([C:26](O)=[O:27])[NH:22][C:23](=[O:24])[C@@H:9]3[CH2:8]2)=[CH:3][CH:2]=1.C1N=CN(C(N2C=NC=C2)=O)C=1.[CH:63]1([S:66]([NH2:69])(=[O:68])=[O:67])[CH2:65][CH2:64]1.C1CCN2C(=NCCC2)CC1, predict the reaction product. The product is: [C:1]1([C:45]2[CH:50]=[CH:49][CH:48]=[CH:47][CH:46]=2)[CH:2]=[CH:3][C:4]([C@@:7]2([S:39]([CH2:42][CH2:43][CH3:44])(=[O:41])=[O:40])[CH2:38][N:10]3[C:11](=[O:37])[C@@H:12]([NH:29][C:30](=[O:31])[O:32][C:33]([CH3:35])([CH3:36])[CH3:34])[CH2:13][CH2:14][CH2:15][CH2:16][CH2:17][CH:18]=[CH:19][C@@H:20]4[CH2:25][C@@:21]4([C:26](=[O:27])[NH:69][S:66]([CH:63]4[CH2:65][CH2:64]4)(=[O:68])=[O:67])[NH:22][C:23](=[O:24])[C@@H:9]3[CH2:8]2)=[CH:5][CH:6]=1. (5) Given the reactants [C@@H:1]1([OH:7])[CH2:5][CH2:4][CH2:3][C@@H:2]1[OH:6].C(N(CC)CC)C.[S:15](Cl)([CH3:18])(=[O:17])=[O:16], predict the reaction product. The product is: [CH3:18][S:15]([O:6][C@@H:2]1[CH2:3][CH2:4][CH2:5][C@@H:1]1[O:7][S:15]([CH3:18])(=[O:17])=[O:16])(=[O:17])=[O:16]. (6) Given the reactants [NH2:1][C@@H:2]([CH3:12])[C@@H:3]([C:5]1[CH:10]=[CH:9][C:8]([OH:11])=[CH:7][CH:6]=1)[OH:4].Br[CH2:14][CH2:15][C:16]1[CH:30]=[CH:29][C:19]([O:20][C:21]([CH3:28])([CH3:27])[C:22]([O:24][CH2:25][CH3:26])=[O:23])=[CH:18][C:17]=1[Cl:31].C(N(CC)C(C)C)(C)C.O, predict the reaction product. The product is: [Cl:31][C:17]1[CH:18]=[C:19]([CH:29]=[CH:30][C:16]=1[CH2:15][CH2:14][NH:1][C@@H:2]([CH3:12])[C@H:3]([OH:4])[C:5]1[CH:10]=[CH:9][C:8]([OH:11])=[CH:7][CH:6]=1)[O:20][C:21]([CH3:28])([CH3:27])[C:22]([O:24][CH2:25][CH3:26])=[O:23]. (7) Given the reactants O[C:2]1[C:3]2[N:11]=[CH:10][CH:9]=[C:8]([C:12]([NH2:14])=[O:13])[C:4]=2[N:5]=[CH:6][N:7]=1.[NH2:15][CH:16]1[CH:21]([C:22]2[CH:27]=[CH:26][C:25]([C:28]([F:31])([F:30])[F:29])=[CH:24][CH:23]=2)[CH2:20][CH2:19][N:18](C(OC(C)(C)C)=O)[CH2:17]1, predict the reaction product. The product is: [F:31][C:28]([F:29])([F:30])[C:25]1[CH:24]=[CH:23][C:22]([CH:21]2[CH2:20][CH2:19][NH:18][CH2:17][CH:16]2[NH:15][C:2]2[C:3]3[N:11]=[CH:10][CH:9]=[C:8]([C:12]([NH2:14])=[O:13])[C:4]=3[N:5]=[CH:6][N:7]=2)=[CH:27][CH:26]=1. (8) Given the reactants [NH2:1][C:2]1[N:7]=[CH:6][N:5]=[C:4]2[N:8]([CH2:13][C:14]3[N:15]([C:26]4[CH:31]=[CH:30][CH:29]=[CH:28][C:27]=4[CH3:32])[C:16](=[O:25])[C:17]4[C:22]([CH:23]=3)=[CH:21][CH:20]=[CH:19][C:18]=4[CH3:24])[N:9]=[C:10]([CH:11]=C)[C:3]=12.I([O-])(=O)(=O)=[O:34].[Na+], predict the reaction product. The product is: [NH2:1][C:2]1[N:7]=[CH:6][N:5]=[C:4]2[N:8]([CH2:13][C:14]3[N:15]([C:26]4[CH:31]=[CH:30][CH:29]=[CH:28][C:27]=4[CH3:32])[C:16](=[O:25])[C:17]4[C:22]([CH:23]=3)=[CH:21][CH:20]=[CH:19][C:18]=4[CH3:24])[N:9]=[C:10]([CH:11]=[O:34])[C:3]=12. (9) Given the reactants CON(C)[C:4]([CH:6]1[CH2:11][CH2:10][CH:9]([C:12]2[CH:17]=[CH:16][C:15]([Cl:18])=[CH:14][CH:13]=2)[CH2:8][CH2:7]1)=[O:5].[Br-].O.Cl, predict the reaction product. The product is: [Cl:18][C:15]1[CH:16]=[CH:17][C:12]([CH:9]2[CH2:10][CH2:11][CH:6]([C:4](=[O:5])[CH2:8][CH2:7][CH:6]=[CH2:4])[CH2:7][CH2:8]2)=[CH:13][CH:14]=1.